From a dataset of Forward reaction prediction with 1.9M reactions from USPTO patents (1976-2016). Predict the product of the given reaction. Given the reactants [F:1][C:2]1[CH:7]=[C:6]([F:8])[CH:5]=[CH:4][C:3]=1[S:9][C:10]1[CH:11]=[CH:12][C:13]2[N:14]([C:16]([C:19]3[CH:27]=[CH:26][C:22]([C:23]([NH2:25])=[O:24])=[CH:21][CH:20]=3)=[N:17][N:18]=2)[CH:15]=1.[CH2:28]([CH2:30]N)[OH:29], predict the reaction product. The product is: [F:1][C:2]1[CH:7]=[C:6]([F:8])[CH:5]=[CH:4][C:3]=1[S:9][C:10]1[CH:11]=[CH:12][C:13]2[N:14]([C:16]([C:19]3[CH:27]=[CH:26][C:22]([C:23]([NH:25][CH2:30][CH2:28][OH:29])=[O:24])=[CH:21][CH:20]=3)=[N:17][N:18]=2)[CH:15]=1.